Dataset: Serine/threonine kinase 33 screen with 319,792 compounds. Task: Binary Classification. Given a drug SMILES string, predict its activity (active/inactive) in a high-throughput screening assay against a specified biological target. (1) The molecule is S1C(NC(=O)C(C)(C)C)=NCC1. The result is 0 (inactive). (2) The drug is O(c1cc(cc(OC)c1OC)C(=O)Nc1cc(NC(=O)c2ccccc2)ccc1)C. The result is 0 (inactive). (3) The result is 0 (inactive). The drug is O=C1Nc2c(N(C1)C(=O)NCC(=O)Nc1c(c(ccc1)C)C)cccc2. (4) The compound is S(c1oc(nn1)COc1c2c(ccc1)cccc2)CC(=O)N. The result is 0 (inactive). (5) The compound is Brc1c(O)c(Br)cc(Br)c1. The result is 0 (inactive). (6) The compound is s1c(C(=O)NC2CCN(CC2)C(OCC)=O)ccc1. The result is 0 (inactive).